This data is from Full USPTO retrosynthesis dataset with 1.9M reactions from patents (1976-2016). The task is: Predict the reactants needed to synthesize the given product. (1) Given the product [Si:63]([O:62][C@@H:60]([CH3:61])[C@@H:59]([NH:70][C:71]1[CH:76]=[CH:75][C:74]([C:77]#[N:78])=[C:73]([Cl:79])[C:72]=1[CH3:80])[C:58]1[O:81][C:54]([C:53]2[CH:82]=[CH:83][C:50]([O:49][Si:42]([C:45]([CH3:46])([CH3:47])[CH3:48])([CH3:43])[CH3:44])=[C:51]([F:84])[CH:52]=2)=[N:56][N:57]=1)([C:66]([CH3:69])([CH3:67])[CH3:68])([CH3:65])[CH3:64], predict the reactants needed to synthesize it. The reactants are: [Si](O[C@H](C)[C@@H](NC1C=CC(C#N)=C(Cl)C=1C)C1OC(C2C=CC(O[Si](C(C)(C)C)(C)C)=CC=2)=NN=1)(C(C)(C)C)(C)C.[Si:42]([O:49][C:50]1[CH:83]=[CH:82][C:53]([C:54]([NH:56][NH:57][C:58](=[O:81])[C@H:59]([NH:70][C:71]2[CH:76]=[CH:75][C:74]([C:77]#[N:78])=[C:73]([Cl:79])[C:72]=2[CH3:80])[C@@H:60]([O:62][Si:63]([C:66]([CH3:69])([CH3:68])[CH3:67])([CH3:65])[CH3:64])[CH3:61])=O)=[CH:52][C:51]=1[F:84])([C:45]([CH3:48])([CH3:47])[CH3:46])([CH3:44])[CH3:43].C1C=CC(P(C2C=CC=CC=2)C2C=CC=CC=2)=CC=1.II. (2) Given the product [CH3:25][O:26][C:27]1[C:28](=[O:51])[C:29]([CH3:50])=[C:30]([CH2:36][C:37]2[CH:38]=[CH:39][C:40]([O:46][C:47](=[O:49])[CH3:48])=[C:41]([CH:45]=2)[C:42]([NH:6][C:5]2[CH:7]=[CH:8][C:2]([Cl:1])=[CH:3][CH:4]=2)=[O:43])[C:31](=[O:35])[C:32]=1[O:33][CH3:34], predict the reactants needed to synthesize it. The reactants are: [Cl:1][C:2]1[CH:8]=[CH:7][C:5]([NH2:6])=[CH:4][CH:3]=1.C(N(CC)CC)C.[Cl-].ClC1N(C)CC[NH+]1C.[CH3:25][O:26][C:27]1[C:28](=[O:51])[C:29]([CH3:50])=[C:30]([CH2:36][C:37]2[CH:38]=[CH:39][C:40]([O:46][C:47](=[O:49])[CH3:48])=[C:41]([CH:45]=2)[C:42](O)=[O:43])[C:31](=[O:35])[C:32]=1[O:33][CH3:34].